From a dataset of Peptide-MHC class I binding affinity with 185,985 pairs from IEDB/IMGT. Regression. Given a peptide amino acid sequence and an MHC pseudo amino acid sequence, predict their binding affinity value. This is MHC class I binding data. (1) The peptide sequence is EYFMCFKYL. The MHC is HLA-A29:02 with pseudo-sequence HLA-A29:02. The binding affinity (normalized) is 0.200. (2) The MHC is HLA-B51:01 with pseudo-sequence HLA-B51:01. The peptide sequence is FPIAKVEPV. The binding affinity (normalized) is 0.795. (3) The peptide sequence is RRWIAPHPL. The MHC is HLA-C04:01 with pseudo-sequence HLA-C04:01. The binding affinity (normalized) is 0.213. (4) The peptide sequence is MVDESMMMS. The MHC is HLA-A11:01 with pseudo-sequence HLA-A11:01. The binding affinity (normalized) is 0.0847. (5) The peptide sequence is NYPASLHKF. The MHC is HLA-B08:02 with pseudo-sequence HLA-B08:02. The binding affinity (normalized) is 0.0847. (6) The peptide sequence is DTAGWDTRI. The MHC is HLA-A68:02 with pseudo-sequence HLA-A68:02. The binding affinity (normalized) is 0.643. (7) The peptide sequence is NLGEEILSQLY. The MHC is Mamu-B17 with pseudo-sequence Mamu-B17. The binding affinity (normalized) is 0. (8) The peptide sequence is KTGGSMLRL. The MHC is HLA-B15:17 with pseudo-sequence HLA-B15:17. The binding affinity (normalized) is 0.835. (9) The peptide sequence is WDVFGNWFDL. The MHC is Mamu-A11 with pseudo-sequence Mamu-A11. The binding affinity (normalized) is 0.0400. (10) The peptide sequence is IIITVGMLI. The MHC is HLA-A02:03 with pseudo-sequence HLA-A02:03. The binding affinity (normalized) is 0.653.